This data is from NCI-60 drug combinations with 297,098 pairs across 59 cell lines. The task is: Regression. Given two drug SMILES strings and cell line genomic features, predict the synergy score measuring deviation from expected non-interaction effect. (1) Drug 1: CC1CCC2CC(C(=CC=CC=CC(CC(C(=O)C(C(C(=CC(C(=O)CC(OC(=O)C3CCCCN3C(=O)C(=O)C1(O2)O)C(C)CC4CCC(C(C4)OC)O)C)C)O)OC)C)C)C)OC. Drug 2: CC(C)CN1C=NC2=C1C3=CC=CC=C3N=C2N. Cell line: MOLT-4. Synergy scores: CSS=17.4, Synergy_ZIP=1.22, Synergy_Bliss=1.14, Synergy_Loewe=-12.4, Synergy_HSA=0.924. (2) Drug 1: C1=CC(=CC=C1CCCC(=O)O)N(CCCl)CCCl. Drug 2: CCCCCOC(=O)NC1=NC(=O)N(C=C1F)C2C(C(C(O2)C)O)O. Cell line: CAKI-1. Synergy scores: CSS=38.3, Synergy_ZIP=-2.26, Synergy_Bliss=-6.68, Synergy_Loewe=-16.6, Synergy_HSA=-5.43. (3) Drug 1: CCCCCOC(=O)NC1=NC(=O)N(C=C1F)C2C(C(C(O2)C)O)O. Drug 2: C(CC(=O)O)C(=O)CN.Cl. Cell line: A498. Synergy scores: CSS=13.7, Synergy_ZIP=1.33, Synergy_Bliss=6.59, Synergy_Loewe=3.60, Synergy_HSA=4.83. (4) Drug 1: C1CCC(CC1)NC(=O)N(CCCl)N=O. Drug 2: CC12CCC3C(C1CCC2O)C(CC4=C3C=CC(=C4)O)CCCCCCCCCS(=O)CCCC(C(F)(F)F)(F)F. Cell line: HCT116. Synergy scores: CSS=32.3, Synergy_ZIP=2.07, Synergy_Bliss=2.81, Synergy_Loewe=3.73, Synergy_HSA=4.48. (5) Drug 1: C1=CC(=CC=C1CCCC(=O)O)N(CCCl)CCCl. Drug 2: C1CC(C1)(C(=O)O)C(=O)O.[NH2-].[NH2-].[Pt+2]. Cell line: SF-295. Synergy scores: CSS=16.3, Synergy_ZIP=-10.4, Synergy_Bliss=-8.20, Synergy_Loewe=-8.61, Synergy_HSA=-3.56. (6) Drug 1: C1CNP(=O)(OC1)N(CCCl)CCCl. Drug 2: C1CN(P(=O)(OC1)NCCCl)CCCl. Cell line: OVCAR-4. Synergy scores: CSS=-9.40, Synergy_ZIP=4.10, Synergy_Bliss=2.57, Synergy_Loewe=-6.06, Synergy_HSA=-7.17. (7) Drug 1: CCCS(=O)(=O)NC1=C(C(=C(C=C1)F)C(=O)C2=CNC3=C2C=C(C=N3)C4=CC=C(C=C4)Cl)F. Drug 2: COC1=CC(=CC(=C1O)OC)C2C3C(COC3=O)C(C4=CC5=C(C=C24)OCO5)OC6C(C(C7C(O6)COC(O7)C8=CC=CS8)O)O. Cell line: NCIH23. Synergy scores: CSS=51.7, Synergy_ZIP=0.376, Synergy_Bliss=-3.36, Synergy_Loewe=-42.1, Synergy_HSA=-5.91.